Dataset: Experimentally validated miRNA-target interactions with 360,000+ pairs, plus equal number of negative samples. Task: Binary Classification. Given a miRNA mature sequence and a target amino acid sequence, predict their likelihood of interaction. (1) The miRNA is hsa-miR-124-3p with sequence UAAGGCACGCGGUGAAUGCCAA. The protein sequence of the target gene is MFSWLKRGGARGQQPEAIRTVTSALKELYRTKLLPLEEHYRFGAFHSPALEDADFDGKPMVLVAGQYSTGKTSFIQYLLEQEVPGSRVGPEPTTDCFVAVMHGDTEGTVPGNALVVDPDKPFRKLNPFGNTFLNRFMCAQLPNQVLESISIIDTPGILSGAKQRVSRGYDFPAVLRWFAERVDLIILLFDAHKLEISDEFSEAIGALRGHEDKIRVVLNKADMVETQQLMRVYGALMWALGKVVGTPEVLRVYIGSFWSQPLLVPDNRRLFELEEQDLFRDIQGLPRHAALRKLNDLVKR.... Result: 1 (interaction). (2) The miRNA is mmu-miR-1195 with sequence UGAGUUCGAGGCCAGCCUGCUCA. The protein sequence of the target gene is MEQRTEIAPLLKMDLVIQDWTINITALKESNDNGISFCEVVSRTMTFLSLIIALVGLVGNATVLWFLGFQMSRNAFSVYILNLAGADFVFMCFQIVHCFYIILDIYFIPTNFFSSYTMVLNIAYLSGLSILTVISTERFLSVMWPIWYRCQRPRHTSAVICTVLWVLSLVLSLLEGKECGFLYYTSGPGLCKTFDLITTAWLIVLFVVLLGSSLALVLTIFCGLHKVPVTRLYVTIVFTVLVFLIFGLPYGIYWFLLEWIREFHDNKPCGFRNVTIFLSCINSCANPIIYFLVGSIRHHR.... Result: 1 (interaction). (3) The miRNA is hsa-miR-373-5p with sequence ACUCAAAAUGGGGGCGCUUUCC. The protein sequence of the target gene is MAAPAPVTRQVSGAAALVPAPSGPDSGQPLAAAVAELPVLDARGQRVPFGALFRERRAVVVFVRHFLCYICKEYVEDLAKIPRSFLQEANVTLIVIGQSSYHHIEPFCKLTGYSHEIYVDPEREIYKRLGMKRGEEIASSGQSPHIKSNLLSGSLQSLWRAVTGPLFDFQGDPAQQGGTLILGPGNNIHFIHRDRNRLDHKPINSVLQLVGVQHVNFTNRPSVIHV. Result: 1 (interaction). (4) The miRNA is hsa-miR-335-5p with sequence UCAAGAGCAAUAACGAAAAAUGU. The protein sequence of the target gene is MEREGIWHSTLGETWEPNNWLEGQQDSHLSQVGVTHKETFTEMRVCGGNEFERCSSQDSILDTQQSIPMVKRPHNCNSHGEDATQNSELIKTQRMFVGKKIYECNQCSKTFSQSSSLLKHQRIHTGEKPYKCNVCGKHFIERSSLTVHQRIHTGEKPYKCNECGKAFSQSMNLTVHQRTHTGEKPYQCKECGKAFHKNSSLIQHERIHTGEKPYKCNECGKAFTQSMNLTVHQRTHTGEKPYECNECGKAFSQSMHLIVHQRSHTGEKPYECSQCGKAFSKSSTLTLHQRNHTGEKPYKC.... Result: 1 (interaction). (5) The miRNA is hsa-miR-708-5p with sequence AAGGAGCUUACAAUCUAGCUGGG. The protein sequence of the target gene is MASLGQILFWSIISIIIILAGAIALIIGFGISGRHSITVTTVASAGNIGEDGILSCTFEPDIKLSDIVIQWLKEGVLGLVHEFKEGKDELSEQDEMFRGRTAVFADQVIVGNASLRLKNVQLTDAGTYKCYIITSKGKGNANLEYKTGAFSMPEVNVDYNASSETLRCEAPRWFPQPTVVWASQVDQGANFSEVSNTSFELNSENVTMKVVSVLYNVTINNTYSCMIENDIAKATGDIKVTESEIKRRSHLQLLNSKASLCVSSFFAISWALLPLSPYLMLK. Result: 0 (no interaction). (6) The miRNA is hsa-miR-431-5p with sequence UGUCUUGCAGGCCGUCAUGCA. The protein sequence of the target gene is MEFFISMSETIKYNDDDHKTLFLKTLNEQRLEGEFCDIAIVVEDVKFRAHRCVLAACSTYFKKLFKKLEVDSSSVIEIDFLRSDIFEEVLNYMYTAKISVKKEDVNLMMSSGQILGIRFLDKLCSQKRDVSSPDESNGQSKSKYCLKLNRPIGDAADAQDDDVEEIGDQDDSPSDDTVEGTPPSQEDGKSPTTTLRVQEAILKELGSEEVRKVNCYGQEVESMETPESKDLGSQTPQALTFNDGMSEVKDEQTPGWTTAASDMKFEYLLYGHHREQIACQACGKTFSDEGRLRKHEKLHT.... Result: 0 (no interaction). (7) Result: 0 (no interaction). The protein sequence of the target gene is MAAIGRGRSLKNLRVRGRNDSGEENVPLDLTREPSDNLREILQNVARLQGVSNMRKLGHLNNFTKLLCDIGHSEEKLGFHYEDIIICLRLALLNEAKEVRAAGLRALRYLIQDSSILQKVLKLKVDYLIARCIDIQQSNEVERTQALRLVRKMITVNASLFPSSVTNSLIAVGNDGLQERDRMVRACIAIICELALQNPEVVALRGGLNTILKNVIDCQLSRINEALITTILHLLNHPKTRQYVRADVELERILAPYTDFHYRHSPDTAEGQLKEDREARFLASKMGIIATFRSWAGIIN.... The miRNA is rno-miR-140-3p with sequence UACCACAGGGUAGAACCACGG. (8) The miRNA is hsa-miR-515-5p with sequence UUCUCCAAAAGAAAGCACUUUCUG. The protein sequence of the target gene is MRMCDRGIQMLITTVGAFAAFSLMTIAVGTDYWLYSRGVCRTKSTSDNETSRKNEEVMTHSGLWRTCCLEGAFRGVCKKIDHFPEDADYEQDTAEYLLRAVRASSVFPILSVTLLFFGGLCVAASEFHRSRHNVILSAGIFFVSAGLSNIIGIIVYISANAGDPGQRDSKKSYSYGWSFYFGAFSFIIAEIVGVVAVHIYIEKHQQLRAKSHSEFLKKSTFARLPPYRYRFRRRSSSRSTEPRSRDLSPISKGFHTIPSTDISMFTLSRDPSKITMGTLLNSDRDHAFLQFHNSTPKEFK.... Result: 0 (no interaction). (9) The miRNA is hsa-miR-642a-5p with sequence GUCCCUCUCCAAAUGUGUCUUG. The protein sequence of the target gene is MGRARDAILDALENLTAEELKKFKLKLLSVPLREGYGRIPRGALLSMDALDLTDKLVSFYLETYGAELTANVLRDMGLQEMAGQLQAATHQGSGAAPAGIQAPPQSAAKPGLHFIDQHRAALIARVTNVEWLLDALYGKVLTDEQYQAVRAEPTNPSKMRKLFSFTPAWNWTCKDLLLQALRESQSYLVEDLERS. Result: 1 (interaction).